Dataset: Reaction yield outcomes from USPTO patents with 853,638 reactions. Task: Predict the reaction yield, written as a fraction of the theoretical maximum amount of product (1.0 means a 100% yield; for example, 0.34 means a 34% yield). (1) The reactants are [Cl:1][C:2]1[N:9]=[C:8](Cl)[C:7]([F:11])=[C:6]([I:12])[C:3]=1[C:4]#[N:5].CCN(CC)CC.[CH:20]1([C:23]2[NH:27][N:26]=[C:25]([NH2:28])[CH:24]=2)[CH2:22][CH2:21]1. The catalyst is C(#N)C. The product is [Cl:1][C:2]1[N:9]=[C:8]([NH:28][C:25]2[CH:24]=[C:23]([CH:20]3[CH2:22][CH2:21]3)[NH:27][N:26]=2)[C:7]([F:11])=[C:6]([I:12])[C:3]=1[C:4]#[N:5]. The yield is 0.290. (2) The reactants are [Br:1][C:2]1[CH:3]=[C:4]2[C:12](=[C:13]([C:15](=[O:17])[NH2:16])[CH:14]=1)[NH:11][C:10]1[CH:9]=C(C(OCC)=O)[CH:7]=[CH:6][C:5]2=1.[CH3:23][Mg]Br.[CH3:26][C:27]([CH3:29])=[O:28].[NH4+].[Cl-]. The catalyst is C1COCC1.C(OCC)(=O)C. The product is [Br:1][C:2]1[CH:14]=[C:13]([C:15]([NH2:16])=[O:17])[C:12]2[NH:11][C:10]3[C:5]([C:4]=2[CH:3]=1)=[CH:6][CH:7]=[C:26]([C:27]([OH:28])([CH3:23])[CH3:29])[CH:9]=3. The yield is 0.370. (3) The reactants are [NH2:1][C:2]1[C:17]([C:18]([F:21])([F:20])[F:19])=[CH:16][CH:15]=[CH:14][C:3]=1[C:4]([NH:6][C:7]1[CH:12]=[CH:11][CH:10]=[CH:9][C:8]=1[Cl:13])=[O:5].[Cl:22][CH2:23][C:24](Cl)=O. The catalyst is C(O)(=O)C. The product is [Cl:22][CH2:23][C:24]1[N:6]([C:7]2[CH:12]=[CH:11][CH:10]=[CH:9][C:8]=2[Cl:13])[C:4](=[O:5])[C:3]2[C:2](=[C:17]([C:18]([F:21])([F:19])[F:20])[CH:16]=[CH:15][CH:14]=2)[N:1]=1. The yield is 0.610. (4) The reactants are [NH2:1][C:2]1[NH:6][N:5]=[C:4]([C:7]2[CH:12]=[CH:11][C:10]([Cl:13])=[CH:9][CH:8]=2)[CH:3]=1.[C:14](O)(=[O:17])[CH2:15][SH:16].[Al]. The catalyst is C1(C)C=CC=CC=1. The product is [Cl:13][C:10]1[CH:11]=[CH:12][C:7]([C:4]2[CH:3]=[C:2]([NH:1][C:14](=[O:17])[CH2:15][SH:16])[NH:6][N:5]=2)=[CH:8][CH:9]=1. The yield is 0.860.